From a dataset of Forward reaction prediction with 1.9M reactions from USPTO patents (1976-2016). Predict the product of the given reaction. (1) The product is: [CH3:12][CH:3]1[CH:4]([CH3:11])[C:5]2[C:10](=[CH:9][CH:8]=[CH:7][CH:6]=2)[C:2]1=[O:13]. Given the reactants C[C:2]1([OH:13])[C:10]2[C:5](=[CH:6][CH:7]=[CH:8][CH:9]=2)[CH:4]([CH3:11])[CH:3]1[CH3:12].CC1C2C(=CC=CC=2)C(C)=C1C, predict the reaction product. (2) The product is: [CH:27]([N:5]1[C:6]2[C:11](=[CH:10][C:9]([Cl:26])=[CH:8][CH:7]=2)[C:12]([CH2:13][CH2:14][O:15][C:16]2[CH:25]=[CH:24][C:19]([C:20]([OH:22])=[O:21])=[CH:18][CH:17]=2)=[C:4]1[CH2:3][CH2:2][NH:1][S:43]([CH:40]1[CH2:42][CH2:41]1)(=[O:45])=[O:44])([C:34]1[CH:39]=[CH:38][CH:37]=[CH:36][CH:35]=1)[C:28]1[CH:29]=[CH:30][CH:31]=[CH:32][CH:33]=1. Given the reactants [NH2:1][CH2:2][CH2:3][C:4]1[N:5]([CH:27]([C:34]2[CH:39]=[CH:38][CH:37]=[CH:36][CH:35]=2)[C:28]2[CH:33]=[CH:32][CH:31]=[CH:30][CH:29]=2)[C:6]2[C:11]([C:12]=1[CH2:13][CH2:14][O:15][C:16]1[CH:25]=[CH:24][C:19]([C:20]([O:22]C)=[O:21])=[CH:18][CH:17]=1)=[CH:10][C:9]([Cl:26])=[CH:8][CH:7]=2.[CH:40]1([S:43](Cl)(=[O:45])=[O:44])[CH2:42][CH2:41]1, predict the reaction product.